Task: Predict the reaction yield, written as a fraction of the theoretical maximum amount of product (1.0 means a 100% yield; for example, 0.34 means a 34% yield).. Dataset: Reaction yield outcomes from USPTO patents with 853,638 reactions (1) The reactants are [Cl:1][C:2]1[N:7]=[CH:6][C:5]([CH2:8]Cl)=[CH:4][C:3]=1[F:10].[F:11][CH:12]([F:15])[CH2:13][NH2:14].C(N(CC)CC)C. The catalyst is C(#N)C. The product is [Cl:1][C:2]1[N:7]=[CH:6][C:5]([CH2:8][NH:14][CH2:13][CH:12]([F:15])[F:11])=[CH:4][C:3]=1[F:10]. The yield is 0.570. (2) The reactants are [F:1][C:2]1[CH:3]=[C:4]([NH2:24])[CH:5]=[CH:6][C:7]=1[O:8][C:9]1[CH:14]=[CH:13][N:12]=[C:11]2[CH:15]=[C:16]([C:18]3[N:19]=[CH:20][N:21]([CH3:23])[CH:22]=3)[S:17][C:10]=12.FC1C=C(NC(NC(=O)CC2C=CC=CC=2)=S)C=CC=1OC1C=CN=C2C=C(C3C=CC(S(C)(=O)=O)=CC=3)SC=12.[CH3:65][O:66][C:67]1[CH:72]=[CH:71][CH:70]=[CH:69][C:68]=1[CH2:73][C:74]([N:76]=[C:77]=[S:78])=[O:75]. No catalyst specified. The product is [F:1][C:2]1[CH:3]=[C:4]([NH:24][C:77]([NH:76][C:74](=[O:75])[CH2:73][C:68]2[CH:69]=[CH:70][CH:71]=[CH:72][C:67]=2[O:66][CH3:65])=[S:78])[CH:5]=[CH:6][C:7]=1[O:8][C:9]1[CH:14]=[CH:13][N:12]=[C:11]2[CH:15]=[C:16]([C:18]3[N:19]=[CH:20][N:21]([CH3:23])[CH:22]=3)[S:17][C:10]=12. The yield is 0.520. (3) The reactants are Cl.CCOCC.[O:7]=[C:8]1[CH2:17][CH2:16][C:15]2[C:10](=[CH:11][C:12]([O:18][CH:19]3[CH2:24][CH2:23][N:22](C(OC(C)(C)C)=O)[CH2:21][CH2:20]3)=[CH:13][CH:14]=2)[NH:9]1. The catalyst is ClCCl. The product is [NH:22]1[CH2:21][CH2:20][CH:19]([O:18][C:12]2[CH:11]=[C:10]3[C:15]([CH2:16][CH2:17][C:8](=[O:7])[NH:9]3)=[CH:14][CH:13]=2)[CH2:24][CH2:23]1. The yield is 0.900. (4) The reactants are Cl[C:2]1[N:6]([CH2:7][CH2:8][CH2:9][C:10]([O:12][CH2:13][CH3:14])=[O:11])[C:5]2[C:15]([CH:20]([CH2:23][CH3:24])[CH2:21][CH3:22])=[CH:16][CH:17]=[C:18]([Cl:19])[C:4]=2[N:3]=1.[Cl:25][C:26]1[CH:27]=[C:28]([CH:30]=[C:31]([Cl:33])[CH:32]=1)[NH2:29].O.C1(C)C=CC(S(O)(=O)=O)=CC=1.C(=O)(O)[O-].[Na+]. The catalyst is CN1CCCC1=O. The product is [Cl:19][C:18]1[C:4]2[N:3]=[C:2]([NH:29][C:28]3[CH:27]=[C:26]([Cl:25])[CH:32]=[C:31]([Cl:33])[CH:30]=3)[N:6]([CH2:7][CH2:8][CH2:9][C:10]([O:12][CH2:13][CH3:14])=[O:11])[C:5]=2[C:15]([CH:20]([CH2:23][CH3:24])[CH2:21][CH3:22])=[CH:16][CH:17]=1. The yield is 0.400. (5) The reactants are [I:1][C:2]1[C:3](O)=[N:4][C:5]([CH3:9])=[N:6][C:7]=1[CH3:8].P(Cl)(Cl)([Cl:13])=O. No catalyst specified. The product is [Cl:13][C:3]1[C:2]([I:1])=[C:7]([CH3:8])[N:6]=[C:5]([CH3:9])[N:4]=1. The yield is 0.780.